The task is: Predict the reactants needed to synthesize the given product.. This data is from Full USPTO retrosynthesis dataset with 1.9M reactions from patents (1976-2016). (1) The reactants are: Cl[C:2]1[N:7]=[C:6]([S:8][C:9]#[N:10])[C:5]([N+:11]([O-:13])=[O:12])=[CH:4][N:3]=1.[N:14]1[C:18]2[CH:19]=[CH:20][CH:21]=[CH:22][C:17]=2[NH:16][CH:15]=1.CCN(CC)CC. Given the product [N+:11]([C:5]1[C:6]([S:8][C:9]#[N:10])=[N:7][C:2]([N:14]2[C:18]3[CH:19]=[CH:20][CH:21]=[CH:22][C:17]=3[N:16]=[CH:15]2)=[N:3][CH:4]=1)([O-:13])=[O:12], predict the reactants needed to synthesize it. (2) Given the product [CH2:13]([O:20][C:21]1[C:22]([CH3:32])=[CH:23][C:24]([C:25]2[O:12][C:10]([C:8]3[S:9][C:5]([CH2:1][CH:2]([CH3:3])[CH3:4])=[CH:6][CH:7]=3)=[N:28][N:27]=2)=[CH:29][C:30]=1[CH3:31])[C:14]1[CH:15]=[CH:16][CH:17]=[CH:18][CH:19]=1.[CH2:1]([C:5]1[S:9][C:8]([C:10]2[O:12][C:25]([C:24]3[CH:29]=[C:30]([CH3:31])[C:21]([OH:20])=[C:22]([CH3:32])[CH:23]=3)=[N:27][N:28]=2)=[CH:7][CH:6]=1)[CH:2]([CH3:3])[CH3:4], predict the reactants needed to synthesize it. The reactants are: [CH2:1]([C:5]1[S:9][C:8]([C:10]([OH:12])=O)=[CH:7][CH:6]=1)[CH:2]([CH3:4])[CH3:3].[CH2:13]([O:20][C:21]1[C:30]([CH3:31])=[CH:29][C:24]([C:25]([NH:27][NH2:28])=O)=[CH:23][C:22]=1[CH3:32])[C:14]1[CH:19]=[CH:18][CH:17]=[CH:16][CH:15]=1. (3) Given the product [Cl:1][C:2]1[N:7]=[C:6]([CH2:8][CH2:9][C:10]2[CH:15]=[CH:14][CH:13]=[CH:12][C:11]=2[CH2:16][C:17]([NH2:19])=[O:18])[C:5]([Cl:20])=[CH:4][N:3]=1, predict the reactants needed to synthesize it. The reactants are: [Cl:1][C:2]1[N:7]=[C:6]([C:8]#[C:9][C:10]2[CH:15]=[CH:14][CH:13]=[CH:12][C:11]=2[CH2:16][C:17]([NH2:19])=[O:18])[C:5]([Cl:20])=[CH:4][N:3]=1. (4) Given the product [C:7]([O:9][CH2:10][C:11](=[O:13])[N:32]([CH2:33][CH2:34][O:35][CH2:36][CH3:37])[CH2:31][CH2:30][O:29][CH2:27][CH3:28])(=[O:8])/[CH:6]=[CH:5]/[C:3]([O:2][CH3:1])=[O:4], predict the reactants needed to synthesize it. The reactants are: [CH3:1][O:2][C:3](/[CH:5]=[CH:6]/[C:7]([O:9][CH2:10][C:11]([OH:13])=O)=[O:8])=[O:4].Cl.CN(C)CCCN=C=NCC.Cl.[CH2:27]([O:29][CH2:30][CH2:31][NH:32][CH2:33][CH2:34][O:35][CH2:36][CH3:37])[CH3:28].C(N(C(C)C)CC)(C)C. (5) The reactants are: [OH:1][C:2]1[CH:9]=[CH:8][C:5]([CH:6]=O)=[CH:4][CH:3]=1.[NH:10]1[CH2:15][CH2:14][O:13][CH2:12][CH2:11]1.C([NH+](CC)CC)C.[CH2:23](O)[C:24]#[CH:25].C1C=CC(P(C2C=CC=CC=2)C2C=CC=CC=2)=CC=1.N(C(OCC)=O)=NC(OCC)=O.N. Given the product [CH2:25]([O:1][C:2]1[CH:9]=[CH:8][C:5]([CH2:6][N:10]2[CH2:15][CH2:14][O:13][CH2:12][CH2:11]2)=[CH:4][CH:3]=1)[C:24]#[CH:23], predict the reactants needed to synthesize it.